This data is from Reaction yield outcomes from USPTO patents with 853,638 reactions. The task is: Predict the reaction yield, written as a fraction of the theoretical maximum amount of product (1.0 means a 100% yield; for example, 0.34 means a 34% yield). The yield is 0.820. The product is [CH:19]1[C:18]2[C:23](=[CH:24][C:25]3[C:30]([C:17]=2[C:2]2[N:7]=[CH:6][C:5]([C:8]4[CH:13]=[CH:12][CH:11]=[CH:10][CH:9]=4)=[CH:4][N:3]=2)=[CH:29][CH:28]=[CH:27][CH:26]=3)[CH:22]=[CH:21][CH:20]=1. The reactants are Br[C:2]1[N:7]=[CH:6][C:5]([C:8]2[CH:13]=[CH:12][CH:11]=[CH:10][CH:9]=2)=[CH:4][N:3]=1.B([C:17]1[C:18]2[C:23]([CH:24]=[C:25]3[C:30]=1[CH:29]=[CH:28][CH:27]=[CH:26]3)=[CH:22][CH:21]=[CH:20][CH:19]=2)(O)O.ClCCl. The catalyst is C1(C)C=CC=CC=1.[OH-].C([N+](CC)(CC)CC)C.C1C=CC([P]([Pd]([P](C2C=CC=CC=2)(C2C=CC=CC=2)C2C=CC=CC=2)([P](C2C=CC=CC=2)(C2C=CC=CC=2)C2C=CC=CC=2)[P](C2C=CC=CC=2)(C2C=CC=CC=2)C2C=CC=CC=2)(C2C=CC=CC=2)C2C=CC=CC=2)=CC=1.